From a dataset of Peptide-MHC class I binding affinity with 185,985 pairs from IEDB/IMGT. Regression. Given a peptide amino acid sequence and an MHC pseudo amino acid sequence, predict their binding affinity value. This is MHC class I binding data. (1) The peptide sequence is LTDAFHGYH. The MHC is HLA-A26:01 with pseudo-sequence HLA-A26:01. The binding affinity (normalized) is 0.0847. (2) The peptide sequence is ESDKGSSQS. The MHC is HLA-A24:03 with pseudo-sequence HLA-A24:03. The binding affinity (normalized) is 0.0847. (3) The peptide sequence is SPKIDRGWV. The MHC is HLA-A03:01 with pseudo-sequence HLA-A03:01. The binding affinity (normalized) is 0.0847. (4) The peptide sequence is ITFHNQRDF. The MHC is HLA-B15:17 with pseudo-sequence HLA-B15:17. The binding affinity (normalized) is 0.839. (5) The peptide sequence is YTVKYPHL. The MHC is H-2-Kb with pseudo-sequence H-2-Kb. The binding affinity (normalized) is 0.574. (6) The peptide sequence is LIFPAFFLC. The MHC is HLA-A31:01 with pseudo-sequence HLA-A31:01. The binding affinity (normalized) is 0.0847. (7) The peptide sequence is YELLRYNEY. The MHC is HLA-B07:02 with pseudo-sequence HLA-B07:02. The binding affinity (normalized) is 0.